Dataset: Full USPTO retrosynthesis dataset with 1.9M reactions from patents (1976-2016). Task: Predict the reactants needed to synthesize the given product. (1) Given the product [F:14][C:12]1([F:15])[O:11][C:10]2[CH:16]=[CH:17][C:7]([NH:6][C:4](=[O:5])[C:3]3[CH:18]=[CH:19][CH:20]=[CH:21][C:2]=3[NH:1][CH2:23][C:24]3[CH:29]=[CH:28][N:27]=[C:26]([NH:30][C:31]([NH:33][CH2:34][CH3:35])=[O:32])[CH:25]=3)=[CH:8][C:9]=2[O:13]1, predict the reactants needed to synthesize it. The reactants are: [NH2:1][C:2]1[CH:21]=[CH:20][CH:19]=[CH:18][C:3]=1[C:4]([NH:6][C:7]1[CH:17]=[CH:16][C:10]2[O:11][C:12]([F:15])([F:14])[O:13][C:9]=2[CH:8]=1)=[O:5].Cl[CH2:23][C:24]1[CH:29]=[CH:28][N:27]=[C:26]([NH:30][C:31]([NH:33][CH2:34][CH3:35])=[O:32])[CH:25]=1.C(C1C=C(C)C=C(C(C)(C)C)C=1O)(C)(C)C.[Na+].[I-].[Al]. (2) Given the product [CH3:18][O:17][C:13]1[CH:12]=[C:11]([C:9]2[CH:8]=[CH:7][C:5]3[NH:6][C:2]([N:19]4[CH2:24][CH2:23][C:22]5([C:32]6[C:27](=[CH:28][CH:29]=[CH:30][CH:31]=6)[C:26](=[O:33])[O:25]5)[CH2:21][CH2:20]4)=[N:3][C:4]=3[CH:10]=2)[CH:16]=[CH:15][CH:14]=1, predict the reactants needed to synthesize it. The reactants are: Cl[C:2]1[NH:3][C:4]2[CH:10]=[C:9]([C:11]3[CH:16]=[CH:15][CH:14]=[C:13]([O:17][CH3:18])[CH:12]=3)[CH:8]=[CH:7][C:5]=2[N:6]=1.[NH:19]1[CH2:24][CH2:23][C:22]2([C:32]3[C:27](=[CH:28][CH:29]=[CH:30][CH:31]=3)[C:26](=[O:33])[O:25]2)[CH2:21][CH2:20]1. (3) Given the product [O:28]1[CH2:29][CH2:30][N:25]([C:2]2[CH:3]=[CH:4][C:5]3[C:6](=[O:24])[N:7]4[CH2:16][CH2:15][N:14]([C:17]([O:19][C:20]([CH3:23])([CH3:22])[CH3:21])=[O:18])[CH2:13][CH:8]4[CH2:9][O:10][C:11]=3[N:12]=2)[CH2:26][CH2:27]1, predict the reactants needed to synthesize it. The reactants are: F[C:2]1[CH:3]=[CH:4][C:5]2[C:6](=[O:24])[N:7]3[CH2:16][CH2:15][N:14]([C:17]([O:19][C:20]([CH3:23])([CH3:22])[CH3:21])=[O:18])[CH2:13][CH:8]3[CH2:9][O:10][C:11]=2[N:12]=1.[NH:25]1[CH2:30][CH2:29][O:28][CH2:27][CH2:26]1. (4) Given the product [NH:1]1[CH2:6][CH2:5][CH2:4][CH2:3][CH:2]1[CH:7]1[N:12]2[C:13](=[O:19])[NH:14][C:15]3=[CH:16][CH:17]=[CH:18][C:10](=[C:11]23)[O:9][CH2:8]1, predict the reactants needed to synthesize it. The reactants are: [N:1]1[CH:6]=[CH:5][CH:4]=[CH:3][C:2]=1[CH:7]1[N:12]2[C:13](=[O:19])[NH:14][C:15]3=[CH:16][CH:17]=[CH:18][C:10](=[C:11]23)[O:9][CH2:8]1.Cl.O. (5) Given the product [CH3:36][O:35][C:32]1[CH:31]=[CH:30][C:29]([CH2:28][N:8]([S:9]([N:12]([CH2:13][C:14]2[CH:15]=[CH:16][C:17]([O:20][CH3:21])=[CH:18][CH:19]=2)[CH2:22][CH:23]=[O:24])(=[O:11])=[O:10])[C:6](=[O:7])[O:5][C:1]([CH3:4])([CH3:2])[CH3:3])=[CH:34][CH:33]=1, predict the reactants needed to synthesize it. The reactants are: [C:1]([O:5][C:6]([N:8]([CH2:28][C:29]1[CH:34]=[CH:33][C:32]([O:35][CH3:36])=[CH:31][CH:30]=1)[S:9]([N:12]([CH2:22][C:23](OCC)=[O:24])[CH2:13][C:14]1[CH:19]=[CH:18][C:17]([O:20][CH3:21])=[CH:16][CH:15]=1)(=[O:11])=[O:10])=[O:7])([CH3:4])([CH3:3])[CH3:2].[H-].C([Al+]CC(C)C)C(C)C.